Dataset: Full USPTO retrosynthesis dataset with 1.9M reactions from patents (1976-2016). Task: Predict the reactants needed to synthesize the given product. Given the product [C:1]([O:5][CH:6]([C:12]1[C:21]([CH3:22])=[C:20]([CH3:23])[C:19]2[C:14](=[CH:15][CH:16]=[CH:17][CH:18]=2)[C:13]=1[C:24]1[CH:29]=[CH:28][C:27]([Cl:30])=[CH:26][CH:25]=1)[C:7]([OH:9])=[O:8])([CH3:4])([CH3:2])[CH3:3], predict the reactants needed to synthesize it. The reactants are: [C:1]([O:5][CH:6]([C:12]1[C:21]([CH3:22])=[C:20]([CH3:23])[C:19]2[C:14](=[CH:15][CH:16]=[CH:17][CH:18]=2)[C:13]=1[C:24]1[CH:29]=[CH:28][C:27]([Cl:30])=[CH:26][CH:25]=1)[C:7]([O:9]CC)=[O:8])([CH3:4])([CH3:3])[CH3:2].O.